From a dataset of Full USPTO retrosynthesis dataset with 1.9M reactions from patents (1976-2016). Predict the reactants needed to synthesize the given product. Given the product [Br:24][CH:25]([CH3:29])[C:26]([NH:1][CH2:2][CH2:3][N:4]([CH2:21][CH2:22][NH:23][C:26](=[O:27])[CH:25]([Br:24])[CH3:29])[C:5](=[O:20])[C:6]1[C:14]([I:15])=[C:13]([NH:16][CH2:17][C:26](=[O:27])[CH:25]([Br:24])[CH3:29])[C:12]([I:18])=[C:8]([C:9]([OH:11])=[O:10])[C:7]=1[I:19])=[O:27], predict the reactants needed to synthesize it. The reactants are: [NH2:1][CH2:2][CH2:3][N:4]([CH2:21][CH2:22][NH2:23])[C:5](=[O:20])[C:6]1[C:14]([I:15])=[C:13]([NH:16][CH3:17])[C:12]([I:18])=[C:8]([C:9]([OH:11])=[O:10])[C:7]=1[I:19].[Br:24][CH:25]([CH3:29])[C:26](Br)=[O:27].